From a dataset of Tyrosyl-DNA phosphodiesterase HTS with 341,365 compounds. Binary Classification. Given a drug SMILES string, predict its activity (active/inactive) in a high-throughput screening assay against a specified biological target. (1) The drug is S(CC(=O)NC1CCCC1)c1nc([nH]c1c1ccc(cc1)C)c1cc(OC)c(OC)cc1. The result is 0 (inactive). (2) The molecule is Brc1c([nH]nc1)C(=O)NN\C=C1\c2c(C=CC1=O)cccc2. The result is 0 (inactive). (3) The drug is S=C1N(CCCn2ccnc2)C(=O)C(/N1)=C/c1ccc(OC)cc1. The result is 0 (inactive). (4) The molecule is O(C(=O)C1N(C2=NC(=C(C3N(c4c(C23C1)cccc4)CC#CC)C(OC)=O)C(OC)=O)C(=O)CC(C)C)C. The result is 0 (inactive). (5) The molecule is s1c2CC(OCc2c2[nH]c(=S)[nH]c(=O)c12)(C)C. The result is 0 (inactive). (6) The molecule is O1C(C(CCCCCC)C(c2c1c(OC)ccc2)=C)C(OCC)=O. The result is 1 (active). (7) The drug is Brc1c(OCC(=O)Nc2ccc(c3sc4c(n3)ccc(c4)C)cc2)ccc(Br)c1. The result is 0 (inactive). (8) The drug is o1c(/C=C\C(=O)NCc2ncccc2)ccc1. The result is 0 (inactive). (9) The compound is O(c1c(OCC)ccc(c1)c1onc(n1)c1ccccc1)CC. The result is 0 (inactive).